From a dataset of Forward reaction prediction with 1.9M reactions from USPTO patents (1976-2016). Predict the product of the given reaction. (1) Given the reactants [Cl:1][C:2]1[CH:7]=[C:6]([N+:8]([O-:10])=[O:9])[CH:5]=[CH:4][C:3]=1[CH:11](C(OC)=O)[C:12]([O:14]C)=[O:13].S(=O)(=O)(O)O.O, predict the reaction product. The product is: [Cl:1][C:2]1[CH:7]=[C:6]([N+:8]([O-:10])=[O:9])[CH:5]=[CH:4][C:3]=1[CH2:11][C:12]([OH:14])=[O:13]. (2) Given the reactants Cl.[NH2:2][CH2:3][CH:4]([C:7]1[C:16]2[C:11](=[CH:12][CH:13]=[C:14]([O:17][CH3:18])[CH:15]=2)[CH:10]=[CH:9][CH:8]=1)[CH2:5][OH:6].C(N(CC)CC)C.[F:26][C:27]([F:38])([F:37])[C:28](O[C:28](=[O:29])[C:27]([F:38])([F:37])[F:26])=[O:29], predict the reaction product. The product is: [F:26][C:27]([F:38])([F:37])[C:28]([NH:2][CH2:3][CH:4]([C:7]1[C:16]2[C:11](=[CH:12][CH:13]=[C:14]([O:17][CH3:18])[CH:15]=2)[CH:10]=[CH:9][CH:8]=1)[CH2:5][OH:6])=[O:29]. (3) Given the reactants [Cl:1][C:2]1[CH:3]=[C:4]([NH:19][C:20]2[C:30]3[CH:29]=[C:28]([C:31]([NH:33][CH2:34][CH2:35][O:36][CH2:37][C:38]([OH:41])([CH3:40])[CH3:39])=[O:32])[CH2:27][CH2:26][NH:25][C:24]=3[N:23]=[CH:22][N:21]=2)[CH:5]=[CH:6][C:7]=1[O:8][C:9]1[CH:14]=[CH:13][CH:12]=[C:11]([C:15]([F:18])([F:17])[F:16])[CH:10]=1.Cl.C(OCC)(=O)C, predict the reaction product. The product is: [ClH:1].[Cl:1][C:2]1[CH:3]=[C:4]([NH:19][C:20]2[C:30]3[CH:29]=[C:28]([C:31]([NH:33][CH2:34][CH2:35][O:36][CH2:37][C:38]([OH:41])([CH3:39])[CH3:40])=[O:32])[CH2:27][CH2:26][NH:25][C:24]=3[N:23]=[CH:22][N:21]=2)[CH:5]=[CH:6][C:7]=1[O:8][C:9]1[CH:14]=[CH:13][CH:12]=[C:11]([C:15]([F:17])([F:18])[F:16])[CH:10]=1. (4) Given the reactants [Si:1]([O:8][C@H:9]1[CH2:13][N:12]([C:14]([O:16][C:17]([CH3:20])([CH3:19])[CH3:18])=[O:15])[C:11](=[O:21])[CH2:10]1)([C:4]([CH3:7])([CH3:6])[CH3:5])([CH3:3])[CH3:2].[F:22][C:23]1[CH:24]=[CH:25][C:26]([O:31][CH3:32])=[C:27]([Mg]Br)[CH:28]=1.[BH4-].[Na+].[NH4+].[Cl-], predict the reaction product. The product is: [Si:1]([O:8][C@H:9]([CH2:10][CH:11]([C:25]1[CH:24]=[C:23]([F:22])[CH:28]=[CH:27][C:26]=1[O:31][CH3:32])[OH:21])[CH2:13][NH:12][C:14](=[O:15])[O:16][C:17]([CH3:20])([CH3:19])[CH3:18])([C:4]([CH3:7])([CH3:6])[CH3:5])([CH3:3])[CH3:2]. (5) Given the reactants [C:1](=[O:4])([O-])O.[K+].[CH3:6][OH:7].[N:8]1[C:15](Cl)=[N:14][C:12](Cl)=[N:11][C:9]=1[Cl:10], predict the reaction product. The product is: [Cl:10][C:9]1[N:11]=[C:12]([O:7][CH3:6])[N:14]=[C:15]([O:4][CH3:1])[N:8]=1. (6) Given the reactants Cl.[NH2:2][CH2:3][CH2:4][C:5]1[N:9]([C@@H:10]2[CH2:19][C:18]3[C:13](=[C:14]([F:21])[CH:15]=[C:16]([F:20])[CH:17]=3)[O:12][CH2:11]2)[C:8](=[S:22])[NH:7][CH:6]=1.[CH3:23][CH:24](O)[CH3:25], predict the reaction product. The product is: [CH2:23]([NH:2][CH2:3][CH2:4][C:5]1[N:9]([C@@H:10]2[CH2:19][C:18]3[C:13](=[C:14]([F:21])[CH:15]=[C:16]([F:20])[CH:17]=3)[O:12][CH2:11]2)[C:8](=[S:22])[NH:7][CH:6]=1)[C:24]1[CH:25]=[CH:6][CH:5]=[CH:4][CH:3]=1.